This data is from Reaction yield outcomes from USPTO patents with 853,638 reactions. The task is: Predict the reaction yield, written as a fraction of the theoretical maximum amount of product (1.0 means a 100% yield; for example, 0.34 means a 34% yield). The reactants are [Cl:1][C:2]1[CH:7]=[CH:6][C:5]([C:8]2([F:14])[CH2:13][CH2:12][NH:11][CH2:10][CH2:9]2)=[CH:4][CH:3]=1.N1C(C)=CC=CC=1C.[I-].[K+].Br[CH2:26][CH2:27][CH:28]=[C:29]1[C:35]2[CH:36]=[CH:37][CH:38]=[N:39][C:34]=2[CH2:33][O:32][C:31]2[CH:40]=[CH:41][C:42]([C:44]([OH:47])([CH3:46])[CH3:45])=[CH:43][C:30]1=2. The catalyst is C(O)(C)C. The product is [Cl:1][C:2]1[CH:7]=[CH:6][C:5]([C:8]2([F:14])[CH2:9][CH2:10][N:11]([CH2:26][CH2:27][CH:28]=[C:29]3[C:35]4[CH:36]=[CH:37][CH:38]=[N:39][C:34]=4[CH2:33][O:32][C:31]4[CH:40]=[CH:41][C:42]([C:44]([OH:47])([CH3:46])[CH3:45])=[CH:43][C:30]3=4)[CH2:12][CH2:13]2)=[CH:4][CH:3]=1. The yield is 0.540.